From a dataset of Full USPTO retrosynthesis dataset with 1.9M reactions from patents (1976-2016). Predict the reactants needed to synthesize the given product. (1) Given the product [Br:1][C:2]1[C:3]([Cl:17])=[N:4][CH:5]=[C:6]([Br:8])[N:7]=1, predict the reactants needed to synthesize it. The reactants are: [Br:1][C:2]1[C:3](N)=[N:4][CH:5]=[C:6]([Br:8])[N:7]=1.N(OC(C)(C)C)=O.[Cl:17]CCl. (2) The reactants are: [Br:1][C:2]1[CH:3]=[CH:4][C:5]2[C:6](=[C:16]3[CH2:22][CH:21]4[N:23]([C:24](=[O:29])[C:25]([F:28])([F:27])[F:26])[CH:18]([CH2:19][CH2:20]4)[CH2:17]3)[C:7]3[C:12]([O:13][C:14]=2[CH:15]=1)=[CH:11][CH:10]=[CH:9][CH:8]=3.C(N(CC)C(C1C=CC2C(=C3CC4NC(CC4)C3)C3C(OC=2C=1)=CC=CC=3)=O)C.CCOC(C)=O. Given the product [Br:1][C:2]1[CH:3]=[CH:4][C:5]2[CH:6]([CH:16]3[CH2:22][CH:21]4[N:23]([C:24](=[O:29])[C:25]([F:26])([F:28])[F:27])[CH:18]([CH2:19][CH2:20]4)[CH2:17]3)[C:7]3[C:12]([O:13][C:14]=2[CH:15]=1)=[CH:11][CH:10]=[CH:9][CH:8]=3, predict the reactants needed to synthesize it. (3) Given the product [NH2:1][C:2]1[C:7]([C:8]([O:10][CH3:11])=[O:9])=[CH:6][N:5]=[CH:4][C:3]=1[C:21]1[CH2:26][CH2:25][O:24][CH2:23][CH:22]=1, predict the reactants needed to synthesize it. The reactants are: [NH2:1][C:2]1[C:7]([C:8]([O:10][CH3:11])=[O:9])=[CH:6][N:5]=[CH:4][C:3]=1Br.CC1(C)C(C)(C)OB([C:21]2[CH2:22][CH2:23][O:24][CH2:25][CH:26]=2)O1.C(=O)([O-])[O-].[Cs+].[Cs+].C1(P(C2C=CC=CC=2)C2C=CC=CC=2)C=CC=CC=1. (4) Given the product [ClH:19].[Br:1][C:2]1[C:3]([O:12][CH3:13])=[CH:4][C:5]([O:10][CH3:11])=[C:6]([CH:9]=1)[CH:7]=[N:18][NH:17][C:14]([NH2:16])=[NH:15], predict the reactants needed to synthesize it. The reactants are: [Br:1][C:2]1[C:3]([O:12][CH3:13])=[CH:4][C:5]([O:10][CH3:11])=[C:6]([CH:9]=1)[CH:7]=O.[C:14]([NH:17][NH2:18])([NH2:16])=[NH:15].[ClH:19]. (5) Given the product [C:1]([O:5][C:6]([N:8]1[CH2:13][CH2:12][N:11]([C:14]([C:16]2[CH:20]=[C:19]([C:21]3[CH:26]=[C:25]([N:39]4[CH2:43][CH2:42][CH2:41][CH2:40]4)[CH:24]=[CH:23][N:22]=3)[N:18]([C:31]3[CH:32]=[N:33][C:34]([O:37][CH3:38])=[CH:35][CH:36]=3)[N:17]=2)=[O:15])[CH2:10][CH2:9]1)=[O:7])([CH3:4])([CH3:3])[CH3:2], predict the reactants needed to synthesize it. The reactants are: [C:1]([O:5][C:6]([N:8]1[CH2:13][CH2:12][N:11]([C:14]([C:16]2[CH:20]=[C:19]([C:21]3[CH:26]=[C:25](S(C)(=O)=O)[CH:24]=[CH:23][N:22]=3)[N:18]([C:31]3[CH:32]=[N:33][C:34]([O:37][CH3:38])=[CH:35][CH:36]=3)[N:17]=2)=[O:15])[CH2:10][CH2:9]1)=[O:7])([CH3:4])([CH3:3])[CH3:2].[NH:39]1[CH2:43][CH2:42][CH2:41][CH2:40]1. (6) Given the product [C:1]1([CH2:7][CH2:8][C@H:9]2[CH2:25][N:13]3[CH2:14][CH2:15][N:16]([C:18]4[N:23]=[CH:22][C:21]([F:24])=[CH:20][N:19]=4)[CH2:17][C@@H:12]3[CH2:11][CH2:10]2)[CH:6]=[CH:5][CH:4]=[CH:3][CH:2]=1, predict the reactants needed to synthesize it. The reactants are: [C:1]1(/[CH:7]=[CH:8]\[C@@H:9]2[CH2:25][N:13]3[CH2:14][CH2:15][N:16]([C:18]4[N:23]=[CH:22][C:21]([F:24])=[CH:20][N:19]=4)[CH2:17][C@@H:12]3[CH2:11][CH2:10]2)[CH:6]=[CH:5][CH:4]=[CH:3][CH:2]=1.[H][H]. (7) Given the product [C:32]([NH:1][C:2]1[CH:3]=[C:4]([NH:9][C:10]([C:12]2[C:21](=[O:22])[C:20]3[C:15](=[CH:16][CH:17]=[CH:18][CH:19]=3)[NH:14][CH:13]=2)=[O:11])[CH:5]=[CH:6][C:7]=1[CH3:8])(=[O:34])[CH3:33], predict the reactants needed to synthesize it. The reactants are: [NH2:1][C:2]1[CH:3]=[C:4]([NH:9][C:10]([C:12]2[C:21](=[O:22])[C:20]3[C:15](=[CH:16][CH:17]=[CH:18][CH:19]=3)[NH:14][CH:13]=2)=[O:11])[CH:5]=[CH:6][C:7]=1[CH3:8].CCN(C(C)C)C(C)C.[C:32](Cl)(=[O:34])[CH3:33].N1CCCCC1. (8) Given the product [Cl:15][C:7]1[CH:8]=[CH:9][CH:10]=[C:11]([N+:12]([O-:14])=[O:13])[C:6]=1[CH2:5][CH2:4][NH:2][CH3:1], predict the reactants needed to synthesize it. The reactants are: [CH3:1][NH2:2].Br[CH2:4][CH2:5][C:6]1[C:11]([N+:12]([O-:14])=[O:13])=[CH:10][CH:9]=[CH:8][C:7]=1[Cl:15].